This data is from Peptide-MHC class I binding affinity with 185,985 pairs from IEDB/IMGT. The task is: Regression. Given a peptide amino acid sequence and an MHC pseudo amino acid sequence, predict their binding affinity value. This is MHC class I binding data. (1) The peptide sequence is MLCLHHAYQ. The MHC is HLA-B15:01 with pseudo-sequence HLA-B15:01. The binding affinity (normalized) is 0. (2) The peptide sequence is QSPQPVRVK. The MHC is HLA-A26:01 with pseudo-sequence HLA-A26:01. The binding affinity (normalized) is 0.0847.